Dataset: Forward reaction prediction with 1.9M reactions from USPTO patents (1976-2016). Task: Predict the product of the given reaction. (1) Given the reactants [H-].[Al+3].[Li+].[H-].[H-].[H-].[F:7][C:8]12[CH2:15][CH2:14][C:11]([C:16](OC)=[O:17])([CH2:12][CH2:13]1)[CH2:10][CH2:9]2, predict the reaction product. The product is: [F:7][C:8]12[CH2:15][CH2:14][C:11]([CH2:16][OH:17])([CH2:10][CH2:9]1)[CH2:12][CH2:13]2. (2) Given the reactants [OH:1][CH2:2][C:3]1[CH:19]=[CH:18][C:6]2[N:7]=[C:8]([NH:10][C@@H:11]3[CH2:16][CH2:15][CH2:14][CH2:13][C@H:12]3[OH:17])[S:9][C:5]=2[CH:4]=1, predict the reaction product. The product is: [OH:17][C@@H:12]1[CH2:13][CH2:14][CH2:15][CH2:16][C@H:11]1[NH:10][C:8]1[S:9][C:5]2[CH:4]=[C:3]([CH:2]=[O:1])[CH:19]=[CH:18][C:6]=2[N:7]=1. (3) The product is: [C:37]1([C:30]2[O:31][C:32]([C:33]([F:34])([F:35])[F:36])=[C:28]([C:26]([NH:25][C:22]3[CH:21]=[CH:20][C:19]([CH:16]4[CH2:15][CH2:14][N:13]([C:10]5[CH:9]=[CH:8][C:7]([C:6]([OH:43])=[O:5])=[CH:12][CH:11]=5)[CH2:18][CH2:17]4)=[CH:24][CH:23]=3)=[O:27])[N:29]=2)[CH:42]=[CH:41][CH:40]=[CH:39][CH:38]=1. Given the reactants C([O:5][C:6](=[O:43])[C:7]1[CH:12]=[CH:11][C:10]([N:13]2[CH2:18][CH2:17][CH:16]([C:19]3[CH:24]=[CH:23][C:22]([NH:25][C:26]([C:28]4[N:29]=[C:30]([C:37]5[CH:42]=[CH:41][CH:40]=[CH:39][CH:38]=5)[O:31][C:32]=4[C:33]([F:36])([F:35])[F:34])=[O:27])=[CH:21][CH:20]=3)[CH2:15][CH2:14]2)=[CH:9][CH:8]=1)(C)(C)C, predict the reaction product. (4) Given the reactants [Si:1]([O:8][CH:9]([CH2:20][O:21][C:22]1[CH:27]=[CH:26][CH:25]=[C:24]([C:28]2[N:33]=[C:32]([C:34]3[C:35]([CH3:40])=[N:36][O:37][C:38]=3[CH3:39])[C:31]([CH:41]=[O:42])=[C:30]([NH:43][CH:44]3[CH2:49][CH2:48][O:47][CH2:46][CH2:45]3)[N:29]=2)[CH:23]=1)[CH2:10][N:11]([CH3:19])[C:12](=[O:18])[O:13][C:14]([CH3:17])([CH3:16])[CH3:15])([C:4]([CH3:7])([CH3:6])[CH3:5])([CH3:3])[CH3:2].[BH4-].[Na+], predict the reaction product. The product is: [Si:1]([O:8][CH:9]([CH2:20][O:21][C:22]1[CH:27]=[CH:26][CH:25]=[C:24]([C:28]2[N:33]=[C:32]([C:34]3[C:35]([CH3:40])=[N:36][O:37][C:38]=3[CH3:39])[C:31]([CH2:41][OH:42])=[C:30]([NH:43][CH:44]3[CH2:45][CH2:46][O:47][CH2:48][CH2:49]3)[N:29]=2)[CH:23]=1)[CH2:10][N:11]([CH3:19])[C:12](=[O:18])[O:13][C:14]([CH3:15])([CH3:16])[CH3:17])([C:4]([CH3:6])([CH3:7])[CH3:5])([CH3:3])[CH3:2]. (5) Given the reactants C(O[CH:4](O)[C:5]([F:8])([F:7])[CH3:6])C.COC(O)C(F)(F)C.[CH3:18][O:19][C:20]1[CH:25]=[CH:24][C:23]([NH2:26])=[CH:22][CH:21]=1.C(=O)([O-])O.[Na+], predict the reaction product. The product is: [F:8][C:5]([F:7])([CH3:6])[CH:4]=[N:26][C:23]1[CH:24]=[CH:25][C:20]([O:19][CH3:18])=[CH:21][CH:22]=1. (6) Given the reactants [F:1][C:2]([F:11])([F:10])[C:3]1[CH:4]=[C:5]([CH:7]=[CH:8][CH:9]=1)[NH2:6].[C:12]1(=[O:18])[CH2:17][CH2:16][CH2:15][CH:14]=[CH:13]1, predict the reaction product. The product is: [F:1][C:2]([F:10])([F:11])[C:3]1[CH:4]=[C:5]([NH:6][CH:14]2[CH2:15][CH2:16][CH2:17][C:12](=[O:18])[CH2:13]2)[CH:7]=[CH:8][CH:9]=1.